Dataset: NCI-60 drug combinations with 297,098 pairs across 59 cell lines. Task: Regression. Given two drug SMILES strings and cell line genomic features, predict the synergy score measuring deviation from expected non-interaction effect. (1) Drug 1: CN(CC1=CN=C2C(=N1)C(=NC(=N2)N)N)C3=CC=C(C=C3)C(=O)NC(CCC(=O)O)C(=O)O. Drug 2: CC12CCC3C(C1CCC2OP(=O)(O)O)CCC4=C3C=CC(=C4)OC(=O)N(CCCl)CCCl.[Na+]. Cell line: OVCAR3. Synergy scores: CSS=10.4, Synergy_ZIP=-1.59, Synergy_Bliss=4.29, Synergy_Loewe=-2.63, Synergy_HSA=2.46. (2) Synergy scores: CSS=59.6, Synergy_ZIP=1.69, Synergy_Bliss=2.85, Synergy_Loewe=5.43, Synergy_HSA=5.57. Cell line: IGROV1. Drug 1: C1CN1P(=S)(N2CC2)N3CC3. Drug 2: CC=C1C(=O)NC(C(=O)OC2CC(=O)NC(C(=O)NC(CSSCCC=C2)C(=O)N1)C(C)C)C(C)C. (3) Drug 1: CC1C(C(CC(O1)OC2CC(OC(C2O)C)OC3=CC4=CC5=C(C(=O)C(C(C5)C(C(=O)C(C(C)O)O)OC)OC6CC(C(C(O6)C)O)OC7CC(C(C(O7)C)O)OC8CC(C(C(O8)C)O)(C)O)C(=C4C(=C3C)O)O)O)O. Drug 2: C1=NNC2=C1C(=O)NC=N2. Cell line: UO-31. Synergy scores: CSS=12.6, Synergy_ZIP=-0.158, Synergy_Bliss=-1.19, Synergy_Loewe=-46.3, Synergy_HSA=-0.934. (4) Drug 1: CC1=C2C(C(=O)C3(C(CC4C(C3C(C(C2(C)C)(CC1OC(=O)C(C(C5=CC=CC=C5)NC(=O)OC(C)(C)C)O)O)OC(=O)C6=CC=CC=C6)(CO4)OC(=O)C)O)C)O. Drug 2: CCN(CC)CCCC(C)NC1=C2C=C(C=CC2=NC3=C1C=CC(=C3)Cl)OC. Cell line: MDA-MB-231. Synergy scores: CSS=5.51, Synergy_ZIP=2.02, Synergy_Bliss=8.08, Synergy_Loewe=4.65, Synergy_HSA=4.85. (5) Drug 1: CC1=C2C(C(=O)C3(C(CC4C(C3C(C(C2(C)C)(CC1OC(=O)C(C(C5=CC=CC=C5)NC(=O)OC(C)(C)C)O)O)OC(=O)C6=CC=CC=C6)(CO4)OC(=O)C)OC)C)OC. Drug 2: C1=CN(C=N1)CC(O)(P(=O)(O)O)P(=O)(O)O. Cell line: NCI-H226. Synergy scores: CSS=33.5, Synergy_ZIP=-0.0257, Synergy_Bliss=0.553, Synergy_Loewe=-5.80, Synergy_HSA=2.56.